From a dataset of Reaction yield outcomes from USPTO patents with 853,638 reactions. Predict the reaction yield, written as a fraction of the theoretical maximum amount of product (1.0 means a 100% yield; for example, 0.34 means a 34% yield). (1) The reactants are Br[C:2]1[C:11]2[C:6](=[CH:7][C:8]([O:12][CH3:13])=[CH:9][CH:10]=2)[C:5]([O:14][CH3:15])=[N:4][C:3]=1[C:16]1[CH:21]=[CH:20][C:19]([O:22][CH3:23])=[CH:18][CH:17]=1.[CH3:24][Si:25]([C:28]#[C:29][B-](F)(F)F)([CH3:27])[CH3:26].[K+].C(=O)([O-])[O-].[K+].[K+]. The catalyst is C1COCC1.C([O-])(=O)C.C([O-])(=O)C.[Pd+2].CC(OC1C=CC=C(OC(C)C)C=1C1C(P(C2CCCCC2)C2CCCCC2)=CC=CC=1)C. The product is [CH3:15][O:14][C:5]1[C:6]2[C:11](=[CH:10][CH:9]=[C:8]([O:12][CH3:13])[CH:7]=2)[C:2]([C:29]#[C:28][Si:25]([CH3:27])([CH3:26])[CH3:24])=[C:3]([C:16]2[CH:21]=[CH:20][C:19]([O:22][CH3:23])=[CH:18][CH:17]=2)[N:4]=1. The yield is 0.930. (2) The catalyst is O. The product is [N+:1]1([O-:2])[C:4]2[CH:5]=[C:6]3[O:10][CH2:9][CH2:8][C:7]3=[CH:11][C:12]=2[N:13]=[C:15]([NH2:16])[N:14]=1. The reactants are [N+:1]([C:4]1[C:12]([NH2:13])=[CH:11][C:7]2[CH2:8][CH2:9][O:10][C:6]=2[CH:5]=1)([O-])=[O:2].[N:14]#[C:15][NH2:16].[CH]Cl.[OH-].[Na+]. The yield is 0.230. (3) The reactants are [NH2:1][C:2]1[CH:7]=[CH:6][C:5]([N:8]2[CH2:13][CH2:12][CH:11]([N:14]([C:22]3[CH:27]=[CH:26][CH:25]=[CH:24][CH:23]=3)[C:15](=[O:21])[CH:16]([CH2:19][CH3:20])[CH2:17][CH3:18])[CH2:10][CH2:9]2)=[C:4]([F:28])[CH:3]=1.[CH2:29]([CH:31]([CH2:35][CH3:36])[C:32](Cl)=[O:33])[CH3:30]. The catalyst is C(Cl)Cl. The product is [CH2:17]([CH:16]([CH2:19][CH3:20])[C:15]([N:14]([CH:11]1[CH2:12][CH2:13][N:8]([C:5]2[CH:6]=[CH:7][C:2]([NH:1][C:32](=[O:33])[CH:31]([CH2:35][CH3:36])[CH2:29][CH3:30])=[CH:3][C:4]=2[F:28])[CH2:9][CH2:10]1)[C:22]1[CH:23]=[CH:24][CH:25]=[CH:26][CH:27]=1)=[O:21])[CH3:18]. The yield is 0.310. (4) The reactants are [CH2:1]([O:3][C:4](=[O:23])[C:5]([C:11](=[O:22])[C:12]1[CH:17]=[CH:16][C:15]([F:18])=[C:14]([O:19][CH3:20])[C:13]=1F)=[CH:6][NH:7][CH:8]1[CH2:10][CH2:9]1)[CH3:2].C(OC(=O)C(C(=O)C1C=CC(F)=C(OC)C=1OCC)=CNC1CC1)C. The catalyst is C1(C)C=CC=CC=1. The product is [CH2:1]([O:3][C:4]([C:5]1[C:11](=[O:22])[C:12]2[C:13](=[C:14]([O:19][CH3:20])[C:15]([F:18])=[CH:16][CH:17]=2)[N:7]([CH:8]2[CH2:10][CH2:9]2)[CH:6]=1)=[O:23])[CH3:2]. The yield is 0.820.